Dataset: Forward reaction prediction with 1.9M reactions from USPTO patents (1976-2016). Task: Predict the product of the given reaction. (1) Given the reactants [NH:1]1[CH2:5][CH2:4][CH2:3][C@H:2]1[C:6]([OH:8])=[O:7].[N:9]([O-])=[O:10].[Na+].O.Cl, predict the reaction product. The product is: [N:9]([N:1]1[CH2:5][CH2:4][CH2:3][C@H:2]1[C:6]([OH:8])=[O:7])=[O:10]. (2) Given the reactants [Br:1][C:2]1[CH:3]=[C:4]2[C:11]3([C:15](=[O:16])[NH:14][C:13](=O)[NH:12]3)[CH2:10][CH:9]([C:18]3[CH:23]=[CH:22][CH:21]=[C:20]([F:24])[CH:19]=3)[O:8][C:5]2=[CH:6][CH:7]=1.COC1C=CC(P2(SP(C3C=CC(OC)=CC=3)(=S)S2)=[S:34])=CC=1, predict the reaction product. The product is: [Br:1][C:2]1[CH:3]=[C:4]2[C:11]3([C:15](=[O:16])[NH:14][C:13](=[S:34])[NH:12]3)[CH2:10][CH:9]([C:18]3[CH:23]=[CH:22][CH:21]=[C:20]([F:24])[CH:19]=3)[O:8][C:5]2=[CH:6][CH:7]=1. (3) Given the reactants [Li]C(C)(C)C.[F:6][C:7]1[CH:12]=[CH:11][C:10]([NH:13][C:14]2[S:15][CH:16]=[CH:17][N:18]=2)=[CH:9][CH:8]=1.[Br:19][C:20]1[CH:21]=[N:22][C:23]([Cl:26])=[N:24][CH:25]=1.ClC1C(=O)C(C#N)=C(C#N)C(=O)C=1Cl.O=C1O[C@H]([C@H](CO)O)C([O-])=C1O.[Na+], predict the reaction product. The product is: [Br:19][C:20]1[C:21]([C:16]2[S:15][C:14]([NH:13][C:10]3[CH:9]=[CH:8][C:7]([F:6])=[CH:12][CH:11]=3)=[N:18][CH:17]=2)=[N:22][C:23]([Cl:26])=[N:24][CH:25]=1. (4) Given the reactants FC(F)(F)C(O)=O.[C:8]([C:10]1[CH:11]=[C:12]([C:20]2[O:24][N:23]=[C:22]([C:25]3[C:26]([CH3:43])=[C:27]4[C:32](=[CH:33][CH:34]=3)[CH2:31][N:30]([CH2:35][C:36]([O:38]C(C)(C)C)=[O:37])[CH2:29][CH2:28]4)[N:21]=2)[CH:13]=[N:14][C:15]=1[O:16][CH:17]([CH3:19])[CH3:18])#[N:9], predict the reaction product. The product is: [C:8]([C:10]1[CH:11]=[C:12]([C:20]2[O:24][N:23]=[C:22]([C:25]3[C:26]([CH3:43])=[C:27]4[C:32](=[CH:33][CH:34]=3)[CH2:31][N:30]([CH2:35][C:36]([OH:38])=[O:37])[CH2:29][CH2:28]4)[N:21]=2)[CH:13]=[N:14][C:15]=1[O:16][CH:17]([CH3:19])[CH3:18])#[N:9]. (5) Given the reactants [CH3:1][O:2][C:3]1[CH:4]=[C:5]([NH:11][C:12]2[C:13]3[N:29]=[CH:28][S:27][C:14]=3[N:15]=[C:16]([N:18]3[CH2:23][CH2:22][CH2:21][CH:20]([C:24](O)=[O:25])[CH2:19]3)[N:17]=2)[CH:6]=[CH:7][C:8]=1[O:9][CH3:10].[NH2:30][C:31]1[CH:32]=[CH:33][C:34]([C:37]([O:39][CH3:40])=[O:38])=[N:35][CH:36]=1.CN1C=CN=C1.CCN=C=NCCCN(C)C, predict the reaction product. The product is: [CH3:1][O:2][C:3]1[CH:4]=[C:5]([NH:11][C:12]2[C:13]3[N:29]=[CH:28][S:27][C:14]=3[N:15]=[C:16]([N:18]3[CH2:23][CH2:22][CH2:21][CH:20]([C:24]([NH:30][C:31]4[CH:32]=[CH:33][C:34]([C:37]([O:39][CH3:40])=[O:38])=[N:35][CH:36]=4)=[O:25])[CH2:19]3)[N:17]=2)[CH:6]=[CH:7][C:8]=1[O:9][CH3:10]. (6) Given the reactants [ClH:1].[Cl:2]C1C=CC([C:9]2[C:10]([C:22]([OH:24])=O)=[N:11][CH:12]=[C:13]([C:15]3[CH:20]=[CH:19][CH:18]=[CH:17][C:16]=3[Cl:21])[CH:14]=2)=CC=1OCCCN(C)C.ON1[C:37](=[O:38])[CH2:36][CH2:35][C:34]1=O.CCN=C=N[CH2:45][CH2:46][CH2:47][N:48]([CH3:50])[CH3:49].Cl.CCN([CH:58]([CH3:60])C)C(C)C.[NH2:61][C@H:62]([C:71]([CH3:74])([CH3:73])[CH3:72])[CH2:63][C:64]([O:66]C(C)(C)C)=[O:65].Cl, predict the reaction product. The product is: [ClH:2].[Cl:1][C:58]1[CH:60]=[CH:34][C:35]([C:12]2[N:11]=[C:10]([C:22]([NH:61][C@H:62]([C:71]([CH3:72])([CH3:73])[CH3:74])[CH2:63][C:64]([OH:66])=[O:65])=[O:24])[CH:9]=[CH:14][C:13]=2[C:15]2[CH:20]=[CH:19][CH:18]=[CH:17][C:16]=2[Cl:21])=[CH:36][C:37]=1[O:38][CH2:45][CH2:46][CH2:47][N:48]([CH3:49])[CH3:50]. (7) Given the reactants C([O:8][C:9](=[O:31])[C@@H:10]1[CH2:14][CH2:13][CH2:12][N:11]1[C:15](=[O:30])[CH:16]([CH:26]([CH2:28][CH3:29])[CH3:27])[NH:17][C:18](=[O:25])[C:19]1[CH:24]=[CH:23][CH:22]=[CH:21][CH:20]=1)C1C=CC=CC=1.[H][H], predict the reaction product. The product is: [C:18]([NH:17][CH:16]([C:15]([N:11]1[CH2:12][CH2:13][CH2:14][C@H:10]1[C:9]([OH:31])=[O:8])=[O:30])[CH:26]([CH2:28][CH3:29])[CH3:27])(=[O:25])[C:19]1[CH:20]=[CH:21][CH:22]=[CH:23][CH:24]=1.